From a dataset of Catalyst prediction with 721,799 reactions and 888 catalyst types from USPTO. Predict which catalyst facilitates the given reaction. (1) Reactant: [C:12]([O:11][C:9](O[C:9]([O:11][C:12]([CH3:15])([CH3:14])[CH3:13])=[O:10])=[O:10])([CH3:15])([CH3:14])[CH3:13].[CH3:16][C:17]1[C:18]([NH2:23])=[N:19][CH:20]=[CH:21][CH:22]=1. Product: [CH3:16][C:17]1[C:18]([NH:23][C:9](=[O:10])[O:11][C:12]([CH3:13])([CH3:14])[CH3:15])=[N:19][CH:20]=[CH:21][CH:22]=1. The catalyst class is: 195. (2) Reactant: [Cl:1][C:2]1[CH:7]=[CH:6][C:5]([C:8]#[CH:9])=[CH:4][C:3]=1[CH2:10][NH:11][C:12](=[O:15])[O:13][CH3:14].CO.C[Si]([N:22]=[N+:23]=[N-:24])(C)C. Product: [Cl:1][C:2]1[CH:7]=[CH:6][C:5]([C:8]2[NH:24][N:23]=[N:22][CH:9]=2)=[CH:4][C:3]=1[CH2:10][NH:11][C:12](=[O:15])[O:13][CH3:14]. The catalyst class is: 590. (3) Reactant: C(=O)([O-])[O-].[K+].[K+].Cl[C:8]1[C:9]2[CH2:23][CH2:22][CH2:21][C:10]=2[N:11]=[C:12]([C:14]2[S:15][C:16]([S:19][CH3:20])=[CH:17][CH:18]=2)[N:13]=1.[OH:24][C:25]1[CH:30]=[CH:29][C:28]([CH2:31][C:32]([O:34][CH3:35])=[O:33])=[CH:27][CH:26]=1. Product: [CH3:20][S:19][C:16]1[S:15][C:14]([C:12]2[N:13]=[C:8]([O:24][C:25]3[CH:26]=[CH:27][C:28]([CH2:31][C:32]([O:34][CH3:35])=[O:33])=[CH:29][CH:30]=3)[C:9]3[CH2:23][CH2:22][CH2:21][C:10]=3[N:11]=2)=[CH:18][CH:17]=1. The catalyst class is: 10. (4) Reactant: Cl[C:2]1[N:7]=[C:6]([NH:8][C:9]2[CH:14]=[CH:13][C:12]([F:15])=[C:11]([Cl:16])[CH:10]=2)[C:5]([CH3:17])=[CH:4][N:3]=1.[CH3:18][N:19]1[CH2:24][CH2:23][N:22]([CH2:25][C:26]2[CH:32]=[CH:31][C:29]([NH2:30])=[CH:28][CH:27]=2)[CH2:21][CH2:20]1. Product: [Cl:16][C:11]1[CH:10]=[C:9]([NH:8][C:6]2[C:5]([CH3:17])=[CH:4][N:3]=[C:2]([NH:30][C:29]3[CH:28]=[CH:27][C:26]([CH2:25][N:22]4[CH2:21][CH2:20][N:19]([CH3:18])[CH2:24][CH2:23]4)=[CH:32][CH:31]=3)[N:7]=2)[CH:14]=[CH:13][C:12]=1[F:15]. The catalyst class is: 61. (5) Reactant: [Cl:1][C:2]1[CH:3]=[CH:4][C:5]2[S:9][C:8](=[O:10])[N:7]([CH2:11][CH2:12][C:13]([O:15]CC)=[O:14])[C:6]=2[CH:18]=1.[OH-].[Na+]. Product: [Cl:1][C:2]1[CH:3]=[CH:4][C:5]2[S:9][C:8](=[O:10])[N:7]([CH2:11][CH2:12][C:13]([OH:15])=[O:14])[C:6]=2[CH:18]=1. The catalyst class is: 8. (6) Reactant: [O:1]=[C:2]1[C:6]2([CH2:11][CH2:10][NH:9][CH2:8][CH2:7]2)[N:5]([C:12]2[CH:17]=[CH:16][CH:15]=[CH:14][CH:13]=2)[CH2:4][N:3]1[CH2:18][C:19]1[CH:20]=[C:21]([CH:29]=[CH:30][CH:31]=1)[C:22]([O:24][C:25]([CH3:28])([CH3:27])[CH3:26])=[O:23].I[CH2:33][CH2:34][CH2:35][N:36]1[C:40]2[CH:41]=[CH:42][C:43](=O)[CH2:44][C:39]=2[NH:38][C:37]1=[O:46].C(=O)([O-])[O-].[K+].[K+]. Product: [O:1]=[C:2]1[C:6]2([CH2:11][CH2:10][N:9]([CH2:33][CH2:34][CH2:35][N:36]3[C:40]4[CH:41]=[CH:42][CH:43]=[CH:44][C:39]=4[NH:38][C:37]3=[O:46])[CH2:8][CH2:7]2)[N:5]([C:12]2[CH:13]=[CH:14][CH:15]=[CH:16][CH:17]=2)[CH2:4][N:3]1[CH2:18][C:19]1[CH:20]=[C:21]([CH:29]=[CH:30][CH:31]=1)[C:22]([O:24][C:25]([CH3:28])([CH3:26])[CH3:27])=[O:23]. The catalyst class is: 9. (7) Reactant: I.[S:2]1[C:6]2[CH2:7][C:8]3[CH:9]=[CH:10][CH:11]=[CH:12][C:13]=3[C:5]=2[N:4]=[C:3]1[NH2:14]. Product: [S:2]1[C:6]2[CH2:7][C:8]3[CH:9]=[CH:10][CH:11]=[CH:12][C:13]=3[C:5]=2[N:4]=[C:3]1[NH2:14]. The catalyst class is: 74.